Dataset: Forward reaction prediction with 1.9M reactions from USPTO patents (1976-2016). Task: Predict the product of the given reaction. (1) Given the reactants [NH2:1][C:2]1[C:7]([C:8](=[O:10])[NH2:9])=[CH:6][CH:5]=[CH:4][C:3]=1[NH:11][C:12]([CH:14]1[CH2:22][C:21]2[C:16](=[CH:17][CH:18]=[CH:19][CH:20]=2)[N:15]1[C:23]([O:25][CH2:26][C:27]1[CH:32]=[CH:31][CH:30]=[CH:29][CH:28]=1)=[O:24])=O, predict the reaction product. The product is: [C:8]([C:7]1[C:2]2[N:1]=[C:12]([CH:14]3[CH2:22][C:21]4[C:16](=[CH:17][CH:18]=[CH:19][CH:20]=4)[N:15]3[C:23]([O:25][CH2:26][C:27]3[CH:28]=[CH:29][CH:30]=[CH:31][CH:32]=3)=[O:24])[NH:11][C:3]=2[CH:4]=[CH:5][CH:6]=1)(=[O:10])[NH2:9]. (2) Given the reactants [CH3:1][N:2]([CH3:34])[C:3]([C:5]1[N:27]([CH:28]([CH2:32]C)[CH2:29][CH2:30][CH3:31])[C:8]2[N:9]=[C:10]([N:13]=C(C3C=CC=CC=3)C3C=CC=CC=3)[N:11]=[CH:12][C:7]=2[CH:6]=1)=[O:4].Cl.CCCCCCC.CCOC(C)=O, predict the reaction product. The product is: [CH3:1][N:2]([CH3:34])[C:3]([C:5]1[N:27]([CH:28]2[CH2:29][CH2:30][CH2:31][CH2:32]2)[C:8]2[N:9]=[C:10]([NH2:13])[N:11]=[CH:12][C:7]=2[CH:6]=1)=[O:4]. (3) Given the reactants C(OC([N:8]([CH2:37][C@@H:38]([C:40]1[CH:45]=[CH:44][CH:43]=[C:42]([Cl:46])[CH:41]=1)[OH:39])[CH2:9][CH2:10][CH2:11][C:12]1[CH:17]=[CH:16][C:15]([S:18]([C:21]2[CH:22]=[C:23]([CH:34]=[CH:35][CH:36]=2)[O:24][C:25]2[CH:33]=[CH:32][CH:31]=[CH:30][C:26]=2[C:27]([OH:29])=[O:28])(=[O:20])=[O:19])=[CH:14][CH:13]=1)=O)(C)(C)C.Cl, predict the reaction product. The product is: [ClH:46].[Cl:46][C:42]1[CH:41]=[C:40]([C@@H:38]([OH:39])[CH2:37][NH:8][CH2:9][CH2:10][CH2:11][C:12]2[CH:13]=[CH:14][C:15]([S:18]([C:21]3[CH:22]=[C:23]([CH:34]=[CH:35][CH:36]=3)[O:24][C:25]3[CH:33]=[CH:32][CH:31]=[CH:30][C:26]=3[C:27]([OH:29])=[O:28])(=[O:19])=[O:20])=[CH:16][CH:17]=2)[CH:45]=[CH:44][CH:43]=1. (4) The product is: [C:2]([NH:8][C:9]1[CH:10]=[CH:11][C:12]([CH2:15][CH2:16][CH:17]([CH2:22][CH2:23][CH2:24][C:25]2[CH:26]=[CH:27][CH:28]=[CH:29][CH:30]=2)[C:18]([O:20][CH3:21])=[O:19])=[CH:13][CH:14]=1)(=[O:3])[CH3:1]. Given the reactants [CH3:1][C:2](OC(C)=O)=[O:3].[NH2:8][C:9]1[CH:14]=[CH:13][C:12]([CH2:15][CH2:16][CH:17]([CH2:22][CH2:23][CH2:24][C:25]2[CH:30]=[CH:29][CH:28]=[CH:27][CH:26]=2)[C:18]([O:20][CH3:21])=[O:19])=[CH:11][CH:10]=1.CCN(CC)CC.O, predict the reaction product. (5) Given the reactants [F:1][C:2]([F:16])([F:15])[C:3]1([C:6]2[CH:14]=[CH:13][C:9]([C:10]([OH:12])=O)=[CH:8][CH:7]=2)[N:5]=[N:4]1.CN(C(ON1N=NC2C=CC=NC1=2)=[N+](C)C)C.F[P-](F)(F)(F)(F)F.CCN(C(C)C)C(C)C.FC(F)(F)C([O-])=O.[C:57]([C:59]#[C:60][C:61]1[CH:66]=[CH:65][C:64]([N:67]2[CH:71]=[C:70]([CH2:72][NH3+:73])[N:69]=[N:68]2)=[CH:63][CH:62]=1)#[N:58], predict the reaction product. The product is: [C:57]([C:59]#[C:60][C:61]1[CH:66]=[CH:65][C:64]([N:67]2[CH:71]=[C:70]([CH2:72][NH:73][C:10](=[O:12])[C:9]3[CH:8]=[CH:7][C:6]([C:3]4([C:2]([F:1])([F:16])[F:15])[N:4]=[N:5]4)=[CH:14][CH:13]=3)[N:69]=[N:68]2)=[CH:63][CH:62]=1)#[N:58].